From a dataset of Catalyst prediction with 721,799 reactions and 888 catalyst types from USPTO. Predict which catalyst facilitates the given reaction. (1) Reactant: OCC[N:4]1[C:12]2[C:7](=[CH:8][C:9]([O:13][CH3:14])=[CH:10][CH:11]=2)[CH:6]=[C:5]1[C:15]([OH:17])=[O:16].[CH3:18][CH2:19]O. The catalyst class is: 33. Product: [CH3:14][O:13][C:9]1[CH:8]=[C:7]2[C:12](=[CH:11][CH:10]=1)[NH:4][C:5]([C:15]([O:17][CH2:18][CH3:19])=[O:16])=[CH:6]2. (2) Product: [CH2:1]([O:11][C:12](=[O:22])[CH:13]=[CH:14][C:15]1[CH:20]=[CH:19][CH:18]=[CH:17][C:16]=1[O:21][C:25](=[O:27])[CH3:26])[CH2:2][CH2:3][CH2:4][CH2:5][CH2:6][CH2:7][CH2:8][CH:9]=[CH2:10]. Reactant: [CH2:1]([O:11][C:12](=[O:22])[CH:13]=[CH:14][C:15]1[CH:20]=[CH:19][CH:18]=[CH:17][C:16]=1[OH:21])[CH2:2][CH2:3][CH2:4][CH2:5][CH2:6][CH2:7][CH2:8][CH:9]=[CH2:10].[H-].[Na+].[C:25](Cl)(=[O:27])[CH3:26]. The catalyst class is: 11. (3) Reactant: [C:1]([C:3]1[C:4]([CH:14]2[CH2:17][CH2:16][CH2:15]2)=[CH:5][C:6]([CH3:13])=[C:7]([CH:12]=1)[C:8]([O:10][CH3:11])=[O:9])#[N:2].P(OCC)(OCC)([S-])=[S:19]. Product: [C:1]([C:3]1[C:4]([CH:14]2[CH2:15][CH2:16][CH2:17]2)=[CH:5][C:6]([CH3:13])=[C:7]([CH:12]=1)[C:8]([O:10][CH3:11])=[O:9])(=[S:19])[NH2:2]. The catalyst class is: 6. (4) Reactant: [Br:1][C:2]1[CH:3]=[CH:4][C:5]([CH3:9])=[C:6]([OH:8])[CH:7]=1.C([O-])([O-])=O.[K+].[K+].Cl[C:17]1[CH:22]=[CH:21][C:20]([C:23]([F:26])([F:25])[F:24])=[CH:19][N:18]=1. Product: [Br:1][C:2]1[CH:3]=[CH:4][C:5]([CH3:9])=[C:6]([CH:7]=1)[O:8][C:17]1[CH:22]=[CH:21][C:20]([C:23]([F:26])([F:25])[F:24])=[CH:19][N:18]=1. The catalyst class is: 3. (5) Reactant: [Li][CH2:2][CH2:3][CH2:4][CH3:5].CCCCCC.[CH:12]([NH:15]C(C)C)(C)[CH3:13].N1C=CC(C)=CC=1.[C:26]([C:28]1[CH:33]=[CH:32][CH:31]=[CH:30][C:29]=1O)#N.[C:35]1([OH:41])[CH:40]=[CH:39][CH:38]=C[CH:36]=1.[NH4+].[Cl-].CC[O:46]C(C)=O. Product: [N:15]1[CH:12]=[CH:13][C:4]([C:5]2[CH:36]=[C:35]([OH:41])[CH:40]=[CH:39][C:38]=2[C:26]([C:28]2[CH:33]=[CH:32][CH:31]=[CH:30][CH:29]=2)=[O:46])=[CH:3][CH:2]=1. The catalyst class is: 1.